This data is from Forward reaction prediction with 1.9M reactions from USPTO patents (1976-2016). The task is: Predict the product of the given reaction. Given the reactants Br.[NH2:2][C:3]1[CH:8]=[CH:7][CH:6]=[C:5]([CH:9]([CH3:11])[CH3:10])[C:4]=1[OH:12].C(OCC)(=O)C.C(=O)([O-])O.[Na+].[Br:24][CH2:25][C:26](Cl)=[O:27], predict the reaction product. The product is: [Br:24][CH2:25][C:26]([NH:2][C:3]1[CH:8]=[CH:7][CH:6]=[C:5]([CH:9]([CH3:10])[CH3:11])[C:4]=1[OH:12])=[O:27].